Dataset: Reaction yield outcomes from USPTO patents with 853,638 reactions. Task: Predict the reaction yield, written as a fraction of the theoretical maximum amount of product (1.0 means a 100% yield; for example, 0.34 means a 34% yield). The catalyst is CN(C=O)C. The product is [Cl:25][C:26]1[CH:34]=[CH:33][C:32]([OH:35])=[CH:31][C:27]=1[C:28]([NH:1][C:2]1[CH:3]=[N:4][C:5]([NH:8][C:9]2[CH:10]=[CH:11][C:12]([C:13](=[O:14])[NH:15][CH2:16][CH2:17][N:18]3[CH2:19][CH2:20][CH2:21][CH2:22]3)=[CH:23][CH:24]=2)=[N:6][CH:7]=1)=[O:29]. The reactants are [NH2:1][C:2]1[CH:3]=[N:4][C:5]([NH:8][C:9]2[CH:24]=[CH:23][C:12]([C:13]([NH:15][CH2:16][CH2:17][N:18]3[CH2:22][CH2:21][CH2:20][CH2:19]3)=[O:14])=[CH:11][CH:10]=2)=[N:6][CH:7]=1.[Cl:25][C:26]1[CH:34]=[CH:33][C:32]([O:35]C)=[CH:31][C:27]=1[C:28](O)=[O:29].CCN(C(C)C)C(C)C.CN(C(ON1N=NC2C=CC=NC1=2)=[N+](C)C)C.F[P-](F)(F)(F)(F)F. The yield is 0.630.